This data is from Full USPTO retrosynthesis dataset with 1.9M reactions from patents (1976-2016). The task is: Predict the reactants needed to synthesize the given product. The reactants are: [Cl:1][C:2]1[CH:7]=[CH:6][C:5]([C:8]2[CH:13]=[N:12][N:11]3[C:14](=[O:17])[NH:15][N:16]=[C:10]3[C:9]=2[C:18]2[CH:23]=[CH:22][C:21]([Cl:24])=[CH:20][CH:19]=2)=[CH:4][CH:3]=1.[CH3:25][C:26]1([O:29][CH2:28]1)[CH3:27].C([O-])([O-])=O.[K+].[K+]. Given the product [Cl:1][C:2]1[CH:7]=[CH:6][C:5]([C:8]2[CH:13]=[N:12][N:11]3[C:14](=[O:17])[N:15]([CH2:25][C:26]([OH:29])([CH3:28])[CH3:27])[N:16]=[C:10]3[C:9]=2[C:18]2[CH:23]=[CH:22][C:21]([Cl:24])=[CH:20][CH:19]=2)=[CH:4][CH:3]=1, predict the reactants needed to synthesize it.